From a dataset of Reaction yield outcomes from USPTO patents with 853,638 reactions. Predict the reaction yield, written as a fraction of the theoretical maximum amount of product (1.0 means a 100% yield; for example, 0.34 means a 34% yield). (1) The product is [F:1][C:2]1[CH:7]=[CH:6][CH:5]=[CH:4][C:3]=1[CH2:8][C:9]([O:11][C@H:18]([C:12]1[CH:17]=[CH:16][CH:15]=[CH:14][CH:13]=1)[CH3:19])=[O:10]. The yield is 0.920. The catalyst is CN(C1C=CN=CC=1)C.C(Cl)Cl. The reactants are [F:1][C:2]1[CH:7]=[CH:6][CH:5]=[CH:4][C:3]=1[CH2:8][C:9]([OH:11])=[O:10].[C:12]1([C@@H:18](O)[CH3:19])[CH:17]=[CH:16][CH:15]=[CH:14][CH:13]=1.CCN=C=NCCCN(C)C. (2) The product is [Br:1][C:2]1[CH:3]=[CH:4][C:5]([O:9][CH3:10])=[C:6]([CH:7]=1)[O:8][C@H:14]1[CH2:15][CH2:16][N:12]([CH3:11])[CH2:13]1. The reactants are [Br:1][C:2]1[CH:3]=[CH:4][C:5]([O:9][CH3:10])=[C:6]([OH:8])[CH:7]=1.[CH3:11][N:12]1[CH2:16][CH2:15][C@H:14](O)[CH2:13]1. No catalyst specified. The yield is 0.300. (3) The reactants are [NH2:1][C:2]1[CH:3]=[C:4]2[C:9](=[CH:10][CH:11]=1)[CH:8]=[N:7][CH:6]=[CH:5]2.C(NC(C)C)(C)C.[Li].[Cl:20][CH2:21][C:22](Cl)=[O:23]. The catalyst is C1COCC1. The product is [Cl:20][CH2:21][C:22]([NH:1][C:2]1[CH:3]=[C:4]2[C:9](=[CH:10][CH:11]=1)[CH:8]=[N:7][CH:6]=[CH:5]2)=[O:23]. The yield is 0.380. (4) The reactants are Cl[CH2:2][C:3]([NH:5][C:6]1[CH:11]=[CH:10][C:9]([O:12][CH:13]2[CH2:18][CH2:17][N:16]([CH:19]3[CH2:22][CH2:21][CH2:20]3)[CH2:15][CH2:14]2)=[CH:8][CH:7]=1)=[O:4].[NH:23]1[CH2:28][CH2:27][O:26][CH2:25][CH2:24]1.C(=O)([O-])[O-].[K+].[K+]. The catalyst is C(#N)C. The product is [CH:19]1([N:16]2[CH2:17][CH2:18][CH:13]([O:12][C:9]3[CH:10]=[CH:11][C:6]([NH:5][C:3](=[O:4])[CH2:2][N:23]4[CH2:28][CH2:27][O:26][CH2:25][CH2:24]4)=[CH:7][CH:8]=3)[CH2:14][CH2:15]2)[CH2:22][CH2:21][CH2:20]1. The yield is 0.800. (5) The reactants are Cl[CH2:2][C:3]([N:5]1[C:14]2[C:9](=[CH:10][CH:11]=[CH:12][CH:13]=2)[CH2:8][CH2:7][CH2:6]1)=[O:4].[Cl:15][C:16]1[CH:25]=[CH:24][C:19]2[N:20]=[C:21]([SH:23])[S:22][C:18]=2[CH:17]=1. No catalyst specified. The product is [Cl:15][C:16]1[CH:25]=[CH:24][C:19]2[N:20]=[C:21]([S:23][CH2:2][C:3]([N:5]3[C:14]4[C:9](=[CH:10][CH:11]=[CH:12][CH:13]=4)[CH2:8][CH2:7][CH2:6]3)=[O:4])[S:22][C:18]=2[CH:17]=1. The yield is 0.730. (6) The reactants are [Br:1][C:2]1[CH:3]=[C:4]2[C:12](=[CH:13][CH:14]=1)[NH:11][C:10]1[CH:9](O)[CH2:8][CH2:7][CH2:6][C:5]2=1.[F:16][C:17]1[CH:22]=[CH:21][C:20]([OH:23])=[CH:19][CH:18]=1.C1(P(C2C=CC=CC=2)C2C=CC=CC=2)C=CC=CC=1.N(C(OC(C)C)=O)=NC(OC(C)C)=O. The catalyst is C1COCC1. The product is [Br:1][C:2]1[CH:3]=[C:4]2[C:12](=[CH:13][CH:14]=1)[N:11]([O:23][C:20]1[CH:21]=[CH:22][C:17]([F:16])=[CH:18][CH:19]=1)[C:10]1[CH2:9][CH2:8][CH2:7][CH2:6][C:5]2=1. The yield is 0.120. (7) The reactants are [CH3:1][O:2][C:3]([C:5]1[CH:14]=[CH:13][C:8]2[N:9]=[C:10]([NH2:12])[S:11][C:7]=2[CH:6]=1)=[O:4].C(N(C(C)C)CC)(C)C.[C:24]1([CH3:33])[CH:29]=[CH:28][C:27]([C:30](Cl)=[O:31])=[CH:26][CH:25]=1.CN(C1C=CC=CN=1)C.Cl. The catalyst is O1CCCC1.C(OCC)(=O)C. The product is [CH3:33][C:24]1[CH:29]=[CH:28][C:27]([C:30]([NH:12][C:10]2[S:11][C:7]3[CH:6]=[C:5]([C:3]([O:2][CH3:1])=[O:4])[CH:14]=[CH:13][C:8]=3[N:9]=2)=[O:31])=[CH:26][CH:25]=1. The yield is 0.640.